Dataset: Catalyst prediction with 721,799 reactions and 888 catalyst types from USPTO. Task: Predict which catalyst facilitates the given reaction. (1) Reactant: [C@H:1]12[NH:17][C@H:5]([C@H:6]([C:8]3[CH:9]=[CH:10][C:11]([N:14]([CH3:16])[CH3:15])=[N:12][CH:13]=3)[CH2:7]1)[CH2:4][CH2:3][CH2:2]2.[C:18]([O:22][C:23](O[C:23]([O:22][C:18]([CH3:21])([CH3:20])[CH3:19])=[O:24])=[O:24])([CH3:21])([CH3:20])[CH3:19]. Product: [C:18]([O:22][C:23]([N:17]1[C@@H:5]2[C@H:6]([C:8]3[CH:13]=[N:12][C:11]([N:14]([CH3:15])[CH3:16])=[CH:10][CH:9]=3)[CH2:7][C@H:1]1[CH2:2][CH2:3][CH2:4]2)=[O:24])([CH3:21])([CH3:20])[CH3:19]. The catalyst class is: 1. (2) Reactant: [CH3:1][C:2]1[O:6][C:5]([C:7]2[CH:8]=[CH:9][C:10]3[O:14][CH:13]=[C:12]([C:15]([O:17]CC)=[O:16])[C:11]=3[CH:20]=2)=[N:4][N:3]=1. Product: [CH3:1][C:2]1[O:6][C:5]([C:7]2[CH:8]=[CH:9][C:10]3[O:14][CH:13]=[C:12]([C:15]([OH:17])=[O:16])[C:11]=3[CH:20]=2)=[N:4][N:3]=1. The catalyst class is: 8. (3) Reactant: [CH:1]1([C:7](Cl)=[O:8])[CH2:6][CH2:5][CH2:4][CH2:3][CH2:2]1.[NH2:10][C@@H:11]1[CH2:16][CH2:15][CH2:14][N:13](C(OC(C)(C)C)=O)[CH2:12]1.CCN(C(C)C)C(C)C.C(O)C(N)(CO)CO. Product: [NH:13]1[CH2:14][CH2:15][CH2:16][C@@H:11]([NH:10][C:7]([CH:1]2[CH2:6][CH2:5][CH2:4][CH2:3][CH2:2]2)=[O:8])[CH2:12]1. The catalyst class is: 4. (4) Reactant: [I:1][C:2]1[CH:13]=[CH:12][CH:11]=[CH:10][C:3]=1[CH2:4][CH2:5][NH:6][C:7](=O)[CH3:8].IC1C=CC=CC=1CCN.CC(OC(C)=O)=O. Product: [I:1][C:2]1[CH:13]=[CH:12][CH:11]=[C:10]2[C:3]=1[CH2:4][CH2:5][N:6]=[C:7]2[CH3:8]. The catalyst class is: 12. (5) Reactant: C(OC([NH:11][C@@H:12]([CH2:17][C:18]1[CH:19]=[C:20]2[C:24](=[CH:25][CH:26]=1)[NH:23][CH:22]=[CH:21]2)[C:13]([O:15][CH3:16])=[O:14])=O)C1C=CC=CC=1. Product: [NH2:11][C@@H:12]([CH2:17][C:18]1[CH:19]=[C:20]2[C:24](=[CH:25][CH:26]=1)[NH:23][CH:22]=[CH:21]2)[C:13]([O:15][CH3:16])=[O:14]. The catalyst class is: 19. (6) Product: [C:25]([OH:32])(=[O:31])/[CH:26]=[CH:27]\[C:28]([OH:30])=[O:29].[C:25]([OH:32])(=[O:31])/[CH:26]=[CH:27]\[C:28]([OH:30])=[O:29].[CH:1]([N:4]1[CH2:9][CH2:8][N:7]([C:10]([C:12]2[CH:13]=[CH:14][C:15]([CH2:18][N:19]3[CH2:20][CH2:21][O:22][CH2:23][CH2:24]3)=[CH:16][CH:17]=2)=[O:11])[CH2:6][CH2:5]1)([CH3:3])[CH3:2]. Reactant: [CH:1]([N:4]1[CH2:9][CH2:8][N:7]([C:10]([C:12]2[CH:17]=[CH:16][C:15]([CH2:18][N:19]3[CH2:24][CH2:23][O:22][CH2:21][CH2:20]3)=[CH:14][CH:13]=2)=[O:11])[CH2:6][CH2:5]1)([CH3:3])[CH3:2].[C:25]([OH:32])(=[O:31])/[CH:26]=[CH:27]\[C:28]([OH:30])=[O:29]. The catalyst class is: 863. (7) Reactant: [NH2:1][C:2]1[N:6]([CH:7]2[CH2:12][CH2:11][O:10][CH2:9][CH2:8]2)[N:5]=[CH:4][C:3]=1[C:13]#[N:14].[OH:15]O.N. Product: [NH2:1][C:2]1[N:6]([CH:7]2[CH2:8][CH2:9][O:10][CH2:11][CH2:12]2)[N:5]=[CH:4][C:3]=1[C:13]([NH2:14])=[O:15]. The catalyst class is: 8.